The task is: Predict which catalyst facilitates the given reaction.. This data is from Catalyst prediction with 721,799 reactions and 888 catalyst types from USPTO. (1) Reactant: [Br:1][C:2]1[C:3]([OH:17])=[C:4]2[C:9](=[CH:10][CH:11]=1)[N:8]([C:12]([O:14][CH3:15])=[O:13])[C@@H:7]([CH3:16])[CH2:6][CH2:5]2.[F:18][C:19]1[CH:24]=[CH:23][C:22](B(O)O)=[CH:21][CH:20]=1.C(N(CC)CC)C.N1C=CC=CC=1. Product: [Br:1][C:2]1[C:3]([O:17][C:22]2[CH:23]=[CH:24][C:19]([F:18])=[CH:20][CH:21]=2)=[C:4]2[C:9](=[CH:10][CH:11]=1)[N:8]([C:12]([O:14][CH3:15])=[O:13])[C@@H:7]([CH3:16])[CH2:6][CH2:5]2. The catalyst class is: 221. (2) Reactant: [CH3:1][C:2]([CH3:15])([CH2:7][O:8][C:9]1[CH:14]=[CH:13][CH:12]=[CH:11][CH:10]=1)[C:3]([O:5][CH3:6])=[O:4].[Cl:16][S:17](O)(=[O:19])=[O:18].ClCCl. Product: [Cl:16][S:17]([C:12]1[CH:11]=[CH:10][C:9]([O:8][CH2:7][C:2]([CH3:15])([CH3:1])[C:3]([O:5][CH3:6])=[O:4])=[CH:14][CH:13]=1)(=[O:19])=[O:18]. The catalyst class is: 5. (3) Reactant: [C:1]([NH:8][C@H:9]1[CH2:14][C@@H:13]([C:15]([F:18])([F:17])[F:16])[CH2:12][NH:11][CH2:10]1)([O:3][C:4]([CH3:7])([CH3:6])[CH3:5])=[O:2].C(=O)(O)[O-].[Na+].C1COCC1.Cl[C:30]([O:32][CH2:33][C:34]1[CH:39]=[CH:38][CH:37]=[CH:36][CH:35]=1)=[O:31]. Product: [C:4]([O:3][C:1]([NH:8][C@H:9]1[CH2:14][C@@H:13]([C:15]([F:17])([F:16])[F:18])[CH2:12][N:11]([C:30]([O:32][CH2:33][C:34]2[CH:39]=[CH:38][CH:37]=[CH:36][CH:35]=2)=[O:31])[CH2:10]1)=[O:2])([CH3:7])([CH3:6])[CH3:5]. The catalyst class is: 161.